This data is from Reaction yield outcomes from USPTO patents with 853,638 reactions. The task is: Predict the reaction yield, written as a fraction of the theoretical maximum amount of product (1.0 means a 100% yield; for example, 0.34 means a 34% yield). (1) The reactants are [CH:1]1([C:5](Cl)=[O:6])[CH2:4][CH2:3][CH2:2]1.[NH2:8][C:9]1[CH:10]=[C:11]([CH:28]=[CH:29][C:30]=1[CH3:31])[O:12][C:13]1[CH:14]=[CH:15][C:16]2[N:17]([N:19]=[C:20]([NH:22][C:23]([CH:25]3[CH2:27][CH2:26]3)=[O:24])[N:21]=2)[CH:18]=1. The catalyst is CN(C)C(=O)C. The product is [CH:25]1([C:23]([NH:22][C:20]2[N:21]=[C:16]3[CH:15]=[CH:14][C:13]([O:12][C:11]4[CH:28]=[CH:29][C:30]([CH3:31])=[C:9]([NH:8][C:5]([CH:1]5[CH2:4][CH2:3][CH2:2]5)=[O:6])[CH:10]=4)=[CH:18][N:17]3[N:19]=2)=[O:24])[CH2:26][CH2:27]1. The yield is 0.450. (2) The reactants are Cl[C:2]1[CH:7]=[C:6]([C:8]2([C:18]3[CH:23]=[C:22]([CH3:24])[C:21]([O:25][CH:26]([F:28])[F:27])=[C:20]([CH3:29])[CH:19]=3)[C:16]3[C:11](=[N:12][CH:13]=[CH:14][CH:15]=3)[C:10]([NH2:17])=[N:9]2)[CH:5]=[CH:4][N:3]=1.[N:30]1[CH:35]=[C:34](B(O)O)[CH:33]=[N:32][CH:31]=1.C([O-])([O-])=O.[K+].[K+]. The catalyst is COCCOC.O.C1C=CC([P]([Pd]([P](C2C=CC=CC=2)(C2C=CC=CC=2)C2C=CC=CC=2)([P](C2C=CC=CC=2)(C2C=CC=CC=2)C2C=CC=CC=2)[P](C2C=CC=CC=2)(C2C=CC=CC=2)C2C=CC=CC=2)(C2C=CC=CC=2)C2C=CC=CC=2)=CC=1. The product is [F:27][CH:26]([F:28])[O:25][C:21]1[C:22]([CH3:24])=[CH:23][C:18]([C:8]2([C:6]3[CH:5]=[CH:4][N:3]=[C:2]([C:34]4[CH:35]=[N:30][CH:31]=[N:32][CH:33]=4)[CH:7]=3)[C:16]3[C:11](=[N:12][CH:13]=[CH:14][CH:15]=3)[C:10]([NH2:17])=[N:9]2)=[CH:19][C:20]=1[CH3:29]. The yield is 0.380. (3) The reactants are CC1(C)[O:6][C:5](=[CH:7][C:8]([NH:10][CH2:11][C:12]2[CH:17]=[CH:16][C:15]([F:18])=[CH:14][CH:13]=2)=[O:9])[C:4](=[O:19])O1.[CH2:21]=[N:22][CH2:23][CH2:24][N:25]1[CH2:30][CH2:29][O:28][CH2:27][CH2:26]1. The catalyst is CO. The product is [F:18][C:15]1[CH:14]=[CH:13][C:12]([CH2:11][NH:10][C:8]([C:7]2[CH2:21][N:22]([CH2:23][CH2:24][N:25]3[CH2:30][CH2:29][O:28][CH2:27][CH2:26]3)[C:4](=[O:19])[C:5]=2[OH:6])=[O:9])=[CH:17][CH:16]=1. The yield is 0.320. (4) The reactants are [NH:1]1[C:5]2=[N:6][CH:7]=[CH:8][CH:9]=[C:4]2[CH:3]=[CH:2]1.[CH3:10]N(C=O)C.[H-].[Na+].CI. The product is [CH3:10][N:1]1[C:5]2=[N:6][CH:7]=[CH:8][CH:9]=[C:4]2[CH:3]=[CH:2]1. The catalyst is CCOC(C)=O. The yield is 0.990. (5) The reactants are C([O:3][C:4]([C:6]1[C:11]([Cl:12])=[CH:10][C:9](=[O:13])[N:8]([CH3:14])[CH:7]=1)=[O:5])C.C1COCC1.[Li+].[OH-].Cl. The catalyst is CO. The product is [Cl:12][C:11]1[C:6]([C:4]([OH:5])=[O:3])=[CH:7][N:8]([CH3:14])[C:9](=[O:13])[CH:10]=1. The yield is 0.910. (6) The reactants are [N:1]([C@@H:4]1[C@@H:8]([NH2:9])[CH2:7][N:6]([CH2:10][C:11]2[CH:16]=[CH:15][CH:14]=[CH:13][CH:12]=2)[CH2:5]1)=[N+:2]=[N-:3].[Br:17][CH2:18][C:19]([F:26])([F:25])[CH2:20][CH2:21][C:22](O)=[O:23].C(N(CC)CC)C. The catalyst is C(OCC)(=O)C. The product is [N:1]([C@H:4]1[CH2:5][N:6]([CH2:10][C:11]2[CH:12]=[CH:13][CH:14]=[CH:15][CH:16]=2)[CH2:7][C@@H:8]1[NH:9][C:22](=[O:23])[CH2:21][CH2:20][C:19]([F:26])([F:25])[CH2:18][Br:17])=[N+:2]=[N-:3]. The yield is 0.650. (7) The reactants are [CH2:1]([O:3][C:4](=[O:26])[C:5]([CH3:25])([CH3:24])[CH2:6][CH2:7][CH2:8][CH2:9][C:10](=[O:23])[CH2:11][CH2:12][CH2:13][CH2:14][C:15]([CH3:22])([CH3:21])[C:16]([O:18][CH2:19][CH3:20])=[O:17])[CH3:2].[BH4-].[Na+].O. The catalyst is CO. The product is [CH2:19]([O:18][C:16](=[O:17])[C:15]([CH3:21])([CH3:22])[CH2:14][CH2:13][CH2:12][CH2:11][CH:10]([OH:23])[CH2:9][CH2:8][CH2:7][CH2:6][C:5]([CH3:25])([CH3:24])[C:4]([O:3][CH2:1][CH3:2])=[O:26])[CH3:20]. The yield is 0.920. (8) The reactants are [P:1](Cl)([O:6][CH2:7][CH3:8])([O:3][CH2:4][CH3:5])=[S:2].C(N(CC)CC)C.[Cl:17][C:18]1[CH:23]=[CH:22][CH:21]=[CH:20][C:19]=1[C@H:24]1[O:26][C@:25]1([CH2:35][N:36]1[C:40](=[S:41])[NH:39][CH:38]=[N:37]1)[C:27]1[CH:32]=[CH:31][C:30]([F:33])=[CH:29][C:28]=1[F:34].[Cl-].[Na+]. The catalyst is CN(C1C=CN=CC=1)C.O1CCCC1. The product is [P:1]([S:41][C:40]1[N:36]([CH2:35][C@@:25]2([C:27]3[CH:32]=[CH:31][C:30]([F:33])=[CH:29][C:28]=3[F:34])[C@@H:24]([C:19]3[CH:20]=[CH:21][CH:22]=[CH:23][C:18]=3[Cl:17])[O:26]2)[N:37]=[CH:38][N:39]=1)(=[S:2])([O:6][CH2:7][CH3:8])[O:3][CH2:4][CH3:5]. The yield is 0.540. (9) The reactants are C([O:8][C:9](=[O:35])[CH:10]([NH:22][C:23](=[O:34])[CH2:24][CH2:25][C:26]1[CH:31]=[CH:30][C:29]([OH:32])=[C:28]([OH:33])[CH:27]=1)[CH2:11][C:12]([O:14]CC1C=CC=CC=1)=[O:13])C1C=CC=CC=1.[OH-].[Li+].Cl. The yield is 0.570. The catalyst is O1CCCC1. The product is [OH:33][C:28]1[CH:27]=[C:26]([CH2:25][CH2:24][C:23]([NH:22][CH:10]([CH2:11][C:12]([OH:14])=[O:13])[C:9]([OH:35])=[O:8])=[O:34])[CH:31]=[CH:30][C:29]=1[OH:32]. (10) The reactants are C([O:3][C:4]([C:6]1[C:7]([CH:25]2[CH2:27][CH2:26]2)=[N:8][N:9]([CH2:11][C:12]2[CH:13]=[N:14][C:15]([N:20]3[CH2:24][CH2:23][CH2:22][CH2:21]3)=[C:16]([O:18][CH3:19])[CH:17]=2)[CH:10]=1)=[O:5])C.[OH-].[Na+]. The catalyst is C(O)C. The product is [CH:25]1([C:7]2[C:6]([C:4]([OH:5])=[O:3])=[CH:10][N:9]([CH2:11][C:12]3[CH:13]=[N:14][C:15]([N:20]4[CH2:21][CH2:22][CH2:23][CH2:24]4)=[C:16]([O:18][CH3:19])[CH:17]=3)[N:8]=2)[CH2:27][CH2:26]1. The yield is 0.760.